Dataset: Reaction yield outcomes from USPTO patents with 853,638 reactions. Task: Predict the reaction yield, written as a fraction of the theoretical maximum amount of product (1.0 means a 100% yield; for example, 0.34 means a 34% yield). (1) The reactants are S(O)(O)(=O)=O.[NH2:6]O.C([O-])(O)=O.[Na+].[F:13][CH2:14][C:15]([CH2:22][F:23])([CH3:21])[C:16](=[O:20])[CH2:17][C:18]#[N:19].Cl. The catalyst is CO.O. The product is [F:13][CH2:14][C:15]([C:16]1[O:20][N:19]=[C:18]([NH2:6])[CH:17]=1)([CH3:21])[CH2:22][F:23]. The yield is 0.550. (2) The reactants are [NH2:1][OH:2].O.[CH3:4][C:5]1[O:9][C:8]([S:10](Cl)(=[O:12])=[O:11])=[CH:7][CH:6]=1.CCCCCC. The catalyst is C1COCC1.C(OCC)(=O)C. The product is [OH:2][NH:1][S:10]([C:8]1[O:9][C:5]([CH3:4])=[CH:6][CH:7]=1)(=[O:12])=[O:11]. The yield is 0.610. (3) The reactants are [CH3:1][N:2]1[C:6]([NH2:7])=[CH:5][C:4]([C:8]2[CH:13]=[CH:12][CH:11]=[CH:10][CH:9]=2)=[N:3]1.C([O:16][C:17](=O)[CH2:18][C:19]([C:21]([F:24])([F:23])[F:22])=[O:20])C. The catalyst is C(O)(=O)C. The product is [OH:20][C:19]1([C:21]([F:24])([F:23])[F:22])[CH2:18][C:17](=[O:16])[NH:7][C:6]2[N:2]([CH3:1])[N:3]=[C:4]([C:8]3[CH:9]=[CH:10][CH:11]=[CH:12][CH:13]=3)[C:5]1=2. The yield is 0.160. (4) The yield is 0.190. The catalyst is C1(C)C=CC=CC=1. The reactants are Br[C:2]1[N:6]2[C:7]3[CH:19]=[CH:18][CH:17]=[N:16][C:8]=3[NH:9][C:10]3[CH:15]=[CH:14][CH:13]=[CH:12][C:11]=3[C:5]2=[N:4][C:3]=1[CH2:20][C:21]([O:23]C)=[O:22].C(O)C.C(=O)(O)[O-].[Na+].CC1(C)C(C)(C)OB([C:41]2[CH:46]=[CH:45][C:44]([C:47]3([NH:51][C:52](=[O:58])[O:53][C:54]([CH3:57])([CH3:56])[CH3:55])[CH2:50][CH2:49][CH2:48]3)=[CH:43][CH:42]=2)O1. The product is [C:54]([O:53][C:52]([NH:51][C:47]1([C:44]2[CH:45]=[CH:46][C:41]([C:2]3[N:6]4[C:7]5[CH:19]=[CH:18][CH:17]=[N:16][C:8]=5[NH:9][C:10]5[CH:15]=[CH:14][CH:13]=[CH:12][C:11]=5[C:5]4=[N:4][C:3]=3[CH2:20][C:21]([OH:23])=[O:22])=[CH:42][CH:43]=2)[CH2:50][CH2:49][CH2:48]1)=[O:58])([CH3:57])([CH3:55])[CH3:56]. (5) The reactants are Cl[C:2]1[N:3]=[N:4][C:5](Cl)=[CH:6][CH:7]=1.[Na+].[F:10][C:11]([F:22])([F:21])[C:12]1[CH:13]=[C:14]([S:18]([O-:20])=[O:19])[CH:15]=[CH:16][CH:17]=1.C([OH:26])(C)C. The catalyst is O. The product is [F:22][C:11]([F:10])([F:21])[C:12]1[CH:13]=[C:14]([S:18]([C:2]2[CH:7]=[CH:6][C:5](=[O:26])[NH:4][N:3]=2)(=[O:20])=[O:19])[CH:15]=[CH:16][CH:17]=1. The yield is 0.250. (6) The reactants are Cl.[Cl:2][C:3]1[CH:8]=[CH:7][C:6]([NH:9][NH2:10])=[CH:5][CH:4]=1.Br[CH2:12][CH2:13][CH:14]1[CH2:18][CH2:17][CH2:16][CH2:15]1. The catalyst is [Cl-].C([N+](CCCC)(CCCC)CCCC)CCC.[OH-].[Na+].O. The product is [Cl:2][C:3]1[CH:8]=[CH:7][C:6]([N:9]([CH2:12][CH2:13][CH:14]2[CH2:18][CH2:17][CH2:16][CH2:15]2)[NH2:10])=[CH:5][CH:4]=1. The yield is 0.550.